From a dataset of NCI-60 drug combinations with 297,098 pairs across 59 cell lines. Regression. Given two drug SMILES strings and cell line genomic features, predict the synergy score measuring deviation from expected non-interaction effect. (1) Drug 1: C1=CC(=CC=C1CCCC(=O)O)N(CCCl)CCCl. Cell line: MOLT-4. Drug 2: C1=CN(C(=O)N=C1N)C2C(C(C(O2)CO)O)O.Cl. Synergy scores: CSS=89.8, Synergy_ZIP=2.23, Synergy_Bliss=2.00, Synergy_Loewe=0.706, Synergy_HSA=4.53. (2) Drug 1: COC1=C(C=C2C(=C1)N=CN=C2NC3=CC(=C(C=C3)F)Cl)OCCCN4CCOCC4. Drug 2: C1CC(=O)NC(=O)C1N2C(=O)C3=CC=CC=C3C2=O. Cell line: K-562. Synergy scores: CSS=4.32, Synergy_ZIP=-5.09, Synergy_Bliss=-1.04, Synergy_Loewe=-9.29, Synergy_HSA=-1.54.